Predict the reaction yield, written as a fraction of the theoretical maximum amount of product (1.0 means a 100% yield; for example, 0.34 means a 34% yield). From a dataset of Reaction yield outcomes from USPTO patents with 853,638 reactions. (1) The reactants are [NH2:1][C@@H:2]1[C:11]2[C:6](=[CH:7][CH:8]=[CH:9][CH:10]=2)[C@H:5]([OH:12])[CH2:4][CH2:3]1.[H-].[Na+].F[C:16]1[CH:17]=[CH:18][C:19]2[N:20]([C:22]([N:25]3[CH2:29][CH2:28][CH2:27][C@@H:26]3[CH3:30])=[N:23][N:24]=2)[CH:21]=1. The catalyst is CN(C=O)C. The product is [CH3:30][C@H:26]1[CH2:27][CH2:28][CH2:29][N:25]1[C:22]1[N:20]2[CH:21]=[C:16]([O:12][C@H:5]3[C:6]4[C:11](=[CH:10][CH:9]=[CH:8][CH:7]=4)[C@@H:2]([NH2:1])[CH2:3][CH2:4]3)[CH:17]=[CH:18][C:19]2=[N:24][N:23]=1. The yield is 0.380. (2) The reactants are [CH3:1][O:2][C:3]1[CH:10]=[CH:9][C:6]([CH:7]=O)=[CH:5][CH:4]=1.N[CH:12]([OH:14])[CH3:13].C(O)(=O)C.C([BH3-])#[N:20].[Na+].C([O-])(O)=O.[Na+]. The catalyst is CO.C(Cl)Cl.O. The product is [CH3:1][O:2][C:3]1[CH:10]=[CH:9][C:6]([CH2:7][NH:20][CH2:13][CH2:12][OH:14])=[CH:5][CH:4]=1. The yield is 0.225. (3) The yield is 0.970. The product is [F:1][C:2]1[CH:3]=[CH:4][C:5]([NH:8][C:9]([C:11]2([C:14]([OH:16])=[O:15])[CH2:12][CH2:13]2)=[O:10])=[CH:6][CH:7]=1. The catalyst is CCO.C1COCC1. The reactants are [F:1][C:2]1[CH:7]=[CH:6][C:5]([NH:8][C:9]([C:11]2([C:14]([O:16]CC)=[O:15])[CH2:13][CH2:12]2)=[O:10])=[CH:4][CH:3]=1.[OH-].[K+]. (4) The reactants are [Br-].[NH:2]1[C:10]2[C:5](=[CH:6][CH:7]=[CH:8][CH:9]=2)[C:4]([C:11](=[O:14])[CH2:12][NH3+:13])=[CH:3]1.C(N(C(C)C)C(C)C)C.[C:24]1([N:34]=[C:35]=[O:36])[C:33]2[C:28](=[CH:29][CH:30]=[CH:31][CH:32]=2)[CH:27]=[CH:26][CH:25]=1. The catalyst is C1COCC1. The product is [NH:2]1[C:10]2[C:5](=[CH:6][CH:7]=[CH:8][CH:9]=2)[C:4]([C:11](=[O:14])[CH2:12][NH:13][C:35]([NH:34][C:24]2[C:33]3[C:28](=[CH:29][CH:30]=[CH:31][CH:32]=3)[CH:27]=[CH:26][CH:25]=2)=[O:36])=[CH:3]1. The yield is 0.870. (5) The reactants are [OH:1][C:2]1[C:3]([C:16]([NH:18][CH2:19][CH2:20][CH3:21])=[O:17])=[CH:4][N:5]([CH2:9][C:10]2[CH:15]=[CH:14][CH:13]=[CH:12][CH:11]=2)[C:6](=[O:8])[CH:7]=1.OC1C([C:37]([OH:39])=[O:38])=CN(CC2C=CC=CC=2)C(=O)C=1.CN(C(ON1N=NC2C=CC=NC1=2)=[N+](C)C)C.F[P-](F)(F)(F)(F)F.C(N)CC.[CH3:68][N:69](C)[CH:70]=[O:71]. The catalyst is C(Cl)Cl. The product is [OH:1][C:2]1[C:3]([C:16]([NH:18][CH2:19][CH2:20][CH3:21])=[O:17])=[CH:4][N:5]([CH2:9][C:10]2[CH:11]=[CH:12][CH:13]=[CH:14][CH:15]=2)[C:6](=[O:8])[C:7]=1[C:70]([NH:69][CH2:68][C:37]([OH:39])=[O:38])=[O:71]. The yield is 0.240.